From a dataset of Forward reaction prediction with 1.9M reactions from USPTO patents (1976-2016). Predict the product of the given reaction. (1) The product is: [CH:1]1([CH:4]([C:18]2[CH:23]=[CH:22][CH:21]=[CH:20][C:19]=2[F:24])[NH:5][C:6]([C:8]2[CH:9]=[C:10]3[C:14](=[CH:15][CH:16]=2)[NH:13][N:12]=[C:11]3[C:33]2[CH:34]=[CH:35][C:36]([O:37][CH:38]3[CH2:39][CH2:40][N:41]([CH:44]=[O:45])[CH2:42][CH2:43]3)=[CH:46][CH:47]=2)=[O:7])[CH2:3][CH2:2]1. Given the reactants [CH:1]1([CH:4]([C:18]2[CH:23]=[CH:22][CH:21]=[CH:20][C:19]=2[F:24])[NH:5][C:6]([C:8]2[CH:9]=[C:10]3[C:14](=[CH:15][CH:16]=2)[NH:13][N:12]=[C:11]3I)=[O:7])[CH2:3][CH2:2]1.CC1(C)C(C)(C)OB([C:33]2[CH:47]=[CH:46][C:36]([O:37][CH:38]3[CH2:43][CH2:42][N:41]([CH:44]=[O:45])[CH2:40][CH2:39]3)=[CH:35][CH:34]=2)O1, predict the reaction product. (2) Given the reactants C([O:3][C:4](=[O:33])/[C:5](/[O:30][CH2:31][CH3:32])=[CH:6]/[C:7]1[CH:12]=[C:11]([CH3:13])[C:10]([O:14][CH2:15][CH2:16][C:17]2[N:18]=[C:19]([C:23]3[CH:28]=[CH:27][CH:26]=[CH:25][CH:24]=3)[O:20][C:21]=2[CH3:22])=[C:9]([CH3:29])[CH:8]=1)C.CC1C=C(C=C(C)C=1OCCC1N=C(C2C=CC=CC=2)OC=1C)C=O.[Cl-].C(OC([P+](C1C=CC=CC=1)(C1C=CC=CC=1)C1C=CC=CC=1)C(OCC)=O)C, predict the reaction product. The product is: [CH3:13][C:11]1[CH:12]=[C:7](/[CH:6]=[C:5](\[O:30][CH2:31][CH3:32])/[C:4]([OH:33])=[O:3])[CH:8]=[C:9]([CH3:29])[C:10]=1[O:14][CH2:15][CH2:16][C:17]1[N:18]=[C:19]([C:23]2[CH:24]=[CH:25][CH:26]=[CH:27][CH:28]=2)[O:20][C:21]=1[CH3:22].